Dataset: Full USPTO retrosynthesis dataset with 1.9M reactions from patents (1976-2016). Task: Predict the reactants needed to synthesize the given product. (1) Given the product [F:20][C:21]1[CH:26]=[CH:25][CH:24]=[CH:23][C:22]=1[C:2]1[C:7]([CH:8]=[O:9])=[C:6]([NH:10][C:11]2[CH:16]=[CH:15][CH:14]=[CH:13][C:12]=2[F:17])[N:5]=[C:4]([S:18][CH3:19])[N:3]=1, predict the reactants needed to synthesize it. The reactants are: Cl[C:2]1[C:7]([CH:8]=[O:9])=[C:6]([NH:10][C:11]2[CH:16]=[CH:15][CH:14]=[CH:13][C:12]=2[F:17])[N:5]=[C:4]([S:18][CH3:19])[N:3]=1.[F:20][C:21]1[CH:26]=[CH:25][CH:24]=[CH:23][C:22]=1B(O)O. (2) Given the product [CH2:17]([N:11]1[C:12]2[C:7](=[C:6]([OH:31])[C:5]([C:3]([NH:32][C@H:33]([CH2:34][C:35]3[CH:40]=[CH:39][CH:38]=[CH:37][CH:36]=3)[C:41]([OH:43])=[O:42])=[O:4])=[N:14][C:13]=2[C:15]#[N:16])[CH:8]=[C:9]([C:25]2[CH:26]=[CH:27][CH:28]=[CH:29][CH:30]=2)[C:10]1=[O:24])[C:18]1[CH:19]=[CH:20][CH:21]=[CH:22][CH:23]=1, predict the reactants needed to synthesize it. The reactants are: CO[C:3]([C:5]1[C:6]([OH:31])=[C:7]2[C:12](=[C:13]([C:15]#[N:16])[N:14]=1)[N:11]([CH2:17][C:18]1[CH:23]=[CH:22][CH:21]=[CH:20][CH:19]=1)[C:10](=[O:24])[C:9]([C:25]1[CH:30]=[CH:29][CH:28]=[CH:27][CH:26]=1)=[CH:8]2)=[O:4].[NH2:32][C@@H:33]([C:41]([OH:43])=[O:42])[CH2:34][C:35]1[CH:40]=[CH:39][CH:38]=[CH:37][CH:36]=1.C[O-].[Na+]. (3) Given the product [F:45][C:44]([F:47])([F:46])[C:42]([O-:48])=[O:43].[F:1][C:2]1[CH:7]=[CH:6][C:5]([CH:8]([NH:9][C:10]([C@@H:12]2[CH2:17][CH2:16][C@@H:15]([NH:18][C:19](=[O:22])[CH2:20][NH+:39]([CH2:40][CH3:41])[CH2:37][CH3:38])[CH2:14][C@H:13]2[C:23]2[CH:28]=[CH:27][C:26]([Br:29])=[CH:25][CH:24]=2)=[O:11])[C:30]2[CH:35]=[CH:34][C:33]([F:36])=[CH:32][CH:31]=2)=[CH:4][CH:3]=1, predict the reactants needed to synthesize it. The reactants are: [F:1][C:2]1[CH:7]=[CH:6][C:5]([CH:8]([C:30]2[CH:35]=[CH:34][C:33]([F:36])=[CH:32][CH:31]=2)[NH:9][C:10]([C@@H:12]2[CH2:17][CH2:16][C@@H:15]([NH:18][C:19](=[O:22])[CH2:20]Cl)[CH2:14][C@H:13]2[C:23]2[CH:28]=[CH:27][C:26]([Br:29])=[CH:25][CH:24]=2)=[O:11])=[CH:4][CH:3]=1.[CH2:37]([NH:39][CH2:40][CH3:41])[CH3:38].[C:42]([OH:48])([C:44]([F:47])([F:46])[F:45])=[O:43]. (4) Given the product [NH2:1][C@@H:2]([C:7]([NH2:9])=[O:8])[CH2:3][CH:4]([CH3:6])[CH3:5], predict the reactants needed to synthesize it. The reactants are: [NH:1](C(OCC1C2C(=CC=CC=2)C2C1=CC=CC=2)=O)[C@@H:2]([C:7]([NH2:9])=[O:8])[CH2:3][CH:4]([CH3:6])[CH3:5]. (5) The reactants are: C([O:5][C:6](=[O:30])[CH2:7][C:8]1[CH:9]=[CH:10][C:11]2[O:20][CH2:19][CH2:18][N:17]3[C:13](=[N:14][C:15]([C:21]4[N:22]([CH:26]([CH3:28])[CH3:27])[N:23]=[CH:24][N:25]=4)=[CH:16]3)[C:12]=2[CH:29]=1)(C)(C)C.C(O)(C(F)(F)F)=O. Given the product [CH:26]([N:22]1[C:21]([C:15]2[N:14]=[C:13]3[N:17]([CH2:18][CH2:19][O:20][C:11]4[CH:10]=[CH:9][C:8]([CH2:7][C:6]([OH:30])=[O:5])=[CH:29][C:12]=43)[CH:16]=2)=[N:25][CH:24]=[N:23]1)([CH3:28])[CH3:27], predict the reactants needed to synthesize it. (6) Given the product [CH3:13][O:14][C:15](=[O:18])[CH2:16][NH:17][C:38]([C:41]1[N:42]=[C:43]([CH:46]2[CH2:54][C:53]3[C:48](=[CH:49][CH:50]=[CH:51][CH:52]=3)[N:47]2[C:55]([O:57][C:58]([CH3:61])([CH3:60])[CH3:59])=[O:56])[NH:44][CH:45]=1)=[O:39], predict the reactants needed to synthesize it. The reactants are: O.ON1C2C=CC=CC=2N=N1.Cl.[CH3:13][O:14][C:15](=[O:18])[CH2:16][NH2:17].CN1CCOCC1.Cl.C(C(NCCCN(C)C)=N)C.[C:38]([C:41]1[N:42]=[C:43]([CH:46]2[CH2:54][C:53]3[C:48](=[CH:49][CH:50]=[CH:51][CH:52]=3)[N:47]2[C:55]([O:57][C:58]([CH3:61])([CH3:60])[CH3:59])=[O:56])[NH:44][CH:45]=1)(O)=[O:39]. (7) Given the product [C:1]1([C:35]2[CH:36]=[CH:37][CH:38]=[CH:39][CH:40]=2)[CH:2]=[CH:3][C:4]([CH2:7][C@@H:8]([NH:15][C:16]([C:18]2[CH:19]=[C:20]([C:32]([OH:34])=[O:33])[N:21]([CH2:23][C:24]3[CH:29]=[C:28]([F:30])[CH:27]=[C:26]([Cl:48])[CH:25]=3)[N:22]=2)=[O:17])[CH2:9][CH:10]([C:12]([OH:14])=[O:13])[OH:11])=[CH:5][CH:6]=1, predict the reactants needed to synthesize it. The reactants are: [C:1]1([C:35]2[CH:40]=[CH:39][CH:38]=[CH:37][CH:36]=2)[CH:6]=[CH:5][C:4]([CH2:7][C@@H:8]([NH:15][C:16]([C:18]2[CH:19]=[C:20]([C:32]([OH:34])=[O:33])[N:21]([CH2:23][C:24]3[CH:29]=[C:28]([F:30])[CH:27]=[CH:26][C:25]=3Cl)[N:22]=2)=[O:17])[CH2:9][CH:10]([C:12]([OH:14])=[O:13])[OH:11])=[CH:3][CH:2]=1.CC(O)=O.[BH4-].[Na+].[Na+].[Cl-:48].